Dataset: Reaction yield outcomes from USPTO patents with 853,638 reactions. Task: Predict the reaction yield, written as a fraction of the theoretical maximum amount of product (1.0 means a 100% yield; for example, 0.34 means a 34% yield). (1) The reactants are [Cl:1][C:2]1[C:3](O)=[N:4][C:5]([CH:11]2[CH2:13][CH2:12]2)=[N:6][C:7]=1[C:8]([OH:10])=[O:9].P(Cl)(Cl)([Cl:17])=O. The catalyst is O. The product is [CH:11]1([C:5]2[N:4]=[C:3]([Cl:17])[C:2]([Cl:1])=[C:7]([C:8]([OH:10])=[O:9])[N:6]=2)[CH2:13][CH2:12]1. The yield is 0.640. (2) The reactants are [F:1][C:2]1[CH:3]=[N+:4]([O-])[CH:5]=[CH:6][CH:7]=1.C[Si]([C:13]#[N:14])(C)C.C(N(CC)CC)C. The catalyst is C(#N)C. The product is [C:13]([C:3]1[C:2]([F:1])=[CH:7][CH:6]=[CH:5][N:4]=1)#[N:14]. The yield is 0.700. (3) The reactants are [CH3:1][O:2][C:3]1[CH:8]=[CH:7][C:6]([CH2:9][C:10]([OH:12])=O)=[CH:5][CH:4]=1.CCN=C=NCCCN(C)C.Cl.ON1C2C=CC=CC=2N=N1.[C:35]([O:39][C:40](=[O:60])[C:41]1[CH:46]=[CH:45][C:44]([CH2:47][N:48]2[CH:57]=[CH:56][C:55]3[C:50](=[CH:51][C:52]([NH2:58])=[CH:53][CH:54]=3)[C:49]2=[O:59])=[CH:43][CH:42]=1)([CH3:38])([CH3:37])[CH3:36].C([O-])(O)=O.[Na+]. The catalyst is CN(C)C=O.O. The product is [C:35]([O:39][C:40](=[O:60])[C:41]1[CH:46]=[CH:45][C:44]([CH2:47][N:48]2[CH:57]=[CH:56][C:55]3[C:50](=[CH:51][C:52]([NH:58][C:10](=[O:12])[CH2:9][C:6]4[CH:5]=[CH:4][C:3]([O:2][CH3:1])=[CH:8][CH:7]=4)=[CH:53][CH:54]=3)[C:49]2=[O:59])=[CH:43][CH:42]=1)([CH3:38])([CH3:36])[CH3:37]. The yield is 0.621. (4) The reactants are C([O:3][C:4](=O)[CH:5]([NH:11][S:12]([C:15]1[CH:20]=[CH:19][C:18]([Cl:21])=[CH:17][CH:16]=1)(=[O:14])=[O:13])[CH2:6][C:7]([F:10])([CH3:9])[CH3:8])C.[OH-].[Na+].ClC1C=CC(S([NH:35]C(CC(F)(C)C)C(O)=O)(=O)=O)=CC=1.ON1C2C=CC=CC=2N=N1.C(N(C(C)C)CC)(C)C.[Cl-].[NH4+].Cl.CN(C)CCCN=C=NCC. The catalyst is CO.O.CN(C=O)C. The product is [Cl:21][C:18]1[CH:19]=[CH:20][C:15]([S:12]([NH:11][CH:5]([CH2:6][C:7]([F:10])([CH3:9])[CH3:8])[C:4]([NH2:35])=[O:3])(=[O:14])=[O:13])=[CH:16][CH:17]=1. The yield is 1.00. (5) The reactants are FC1C=C(C=CC=1)C([N:7]1[C:11]([CH3:12])=[C:10]([CH3:13])[N:9]=[C:8]1[C:14]1[C:22](F)=[C:21]([C:24]([C:26]2C=C[CH:29]=[C:28]([F:32])[CH:27]=2)=C)C=CC=1C([O-])=O)=O.[OH2:36].[ClH:37]. No catalyst specified. The product is [ClH:37].[CH3:13][C:10]1[N:9]=[C:8]([CH2:14][C:22]([C:21]2[CH:24]=[CH:26][CH:27]=[C:28]([F:32])[CH:29]=2)=[O:36])[NH:7][C:11]=1[CH3:12]. The yield is 0.230.